This data is from Full USPTO retrosynthesis dataset with 1.9M reactions from patents (1976-2016). The task is: Predict the reactants needed to synthesize the given product. Given the product [CH3:3][O:4][C:5]1[CH:10]=[CH:9][N:8]2[N:11]=[C:12]([C:18]3[CH:23]=[CH:22][CH:21]=[CH:20][CH:19]=3)[C:13]([C:14]([OH:16])=[O:15])=[C:7]2[CH:6]=1, predict the reactants needed to synthesize it. The reactants are: [OH-].[K+].[CH3:3][O:4][C:5]1[CH:10]=[CH:9][N:8]2[N:11]=[C:12]([C:18]3[CH:23]=[CH:22][CH:21]=[CH:20][CH:19]=3)[C:13]([C:14]([O:16]C)=[O:15])=[C:7]2[CH:6]=1.Cl.